This data is from Full USPTO retrosynthesis dataset with 1.9M reactions from patents (1976-2016). The task is: Predict the reactants needed to synthesize the given product. Given the product [OH:8][C:9]1[CH:36]=[CH:35][C:34]([C:37]2[O:38][CH:39]=[N:40][N:41]=2)=[CH:33][C:10]=1[C:11]([NH:13][C:14]1[CH:26]=[C:25]([C:27]2[CH:32]=[CH:31][CH:30]=[CH:29][CH:28]=2)[CH:24]=[CH:23][C:15]=1[C:16]([O:18][C:19]([CH3:22])([CH3:21])[CH3:20])=[O:17])=[O:12], predict the reactants needed to synthesize it. The reactants are: C([O:8][C:9]1[CH:36]=[CH:35][C:34]([C:37]2[O:38][CH:39]=[N:40][N:41]=2)=[CH:33][C:10]=1[C:11]([NH:13][C:14]1[CH:26]=[C:25]([C:27]2[CH:32]=[CH:31][CH:30]=[CH:29][CH:28]=2)[CH:24]=[CH:23][C:15]=1[C:16]([O:18][C:19]([CH3:22])([CH3:21])[CH3:20])=[O:17])=[O:12])C1C=CC=CC=1.